Dataset: Full USPTO retrosynthesis dataset with 1.9M reactions from patents (1976-2016). Task: Predict the reactants needed to synthesize the given product. (1) Given the product [Si:24]([O:23][CH2:22][C:19]1([CH3:21])[S:18][CH2:17][CH2:16][N:15]2[C:11]([C:8]3([C:5]4[CH:6]=[CH:7][C:2]([C:34]5[CH:33]=[N:32][CH:37]=[CH:36][CH:35]=5)=[CH:3][C:4]=4[F:31])[CH2:10][CH2:9]3)=[N:12][N:13]=[C:14]2[CH2:20]1)([C:27]([CH3:30])([CH3:29])[CH3:28])([CH3:26])[CH3:25], predict the reactants needed to synthesize it. The reactants are: Br[C:2]1[CH:7]=[CH:6][C:5]([C:8]2([C:11]3[N:15]4[CH2:16][CH2:17][S:18][C:19]([CH2:22][O:23][Si:24]([C:27]([CH3:30])([CH3:29])[CH3:28])([CH3:26])[CH3:25])([CH3:21])[CH2:20][C:14]4=[N:13][N:12]=3)[CH2:10][CH2:9]2)=[C:4]([F:31])[CH:3]=1.[N:32]1[CH:37]=[CH:36][CH:35]=[C:34](B(O)O)[CH:33]=1.C(=O)([O-])[O-].[K+].[K+].C(=O)([O-])O.[Na+]. (2) Given the product [C:53]([O:57][C:58](=[O:74])[NH:59][C:60]1[CH:65]=[CH:64][C:63]([C:66]2[CH:67]=[CH:68][C:69]([F:72])=[CH:70][CH:71]=2)=[CH:62][C:61]=1[NH:73][C:3]([C:5]1[S:6][C:7]([NH:11][C:12]2[N:17]=[C:16]([C:18]3[N:19]([CH:24]([CH3:26])[CH3:25])[C:20]([CH3:23])=[N:21][CH:22]=3)[CH:15]=[CH:14][N:13]=2)=[C:8]([CH3:10])[CH:9]=1)=[O:4])([CH3:56])([CH3:54])[CH3:55], predict the reactants needed to synthesize it. The reactants are: CO[C:3]([C:5]1[S:6][C:7]([NH:11][C:12]2[N:17]=[C:16]([C:18]3[N:19]([CH:24]([CH3:26])[CH3:25])[C:20]([CH3:23])=[N:21][CH:22]=3)[CH:15]=[CH:14][N:13]=2)=[C:8]([CH3:10])[CH:9]=1)=[O:4].[OH-].[Na+].CN(C(ON1N=NC2C=CC=NC1=2)=[N+](C)C)C.F[P-](F)(F)(F)(F)F.[C:53]([O:57][C:58](=[O:74])[NH:59][C:60]1[CH:65]=[CH:64][C:63]([C:66]2[CH:71]=[CH:70][C:69]([F:72])=[CH:68][CH:67]=2)=[CH:62][C:61]=1[NH2:73])([CH3:56])([CH3:55])[CH3:54].CN1CCOCC1. (3) Given the product [CH2:70]([O:52][C:49]1[CH:48]=[CH:47][C:46]([C:14]2[C:12]3[NH:13][C:9]([C:8]([C:5]4[CH:6]=[CH:7][C:2]([OH:1])=[CH:3][CH:4]=4)=[C:28]4[N:29]=[C:25]([C:24]([C:30]5[CH:31]=[CH:32][C:33]([OH:36])=[CH:34][CH:35]=5)=[C:23]5[NH:37][C:20](=[C:19]([C:38]6[CH:43]=[CH:42][C:41]([OH:44])=[CH:40][CH:39]=6)[C:18]6[CH:17]=[CH:16][C:15]=2[N:45]=6)[CH:21]=[CH:22]5)[CH:26]=[CH:27]4)=[CH:10][CH:11]=3)=[CH:51][CH:50]=1)[CH2:69][CH2:68][CH2:67][CH2:66][CH2:65][CH2:64][CH2:63][CH2:62][CH2:61][CH2:60][CH3:59], predict the reactants needed to synthesize it. The reactants are: [OH:1][C:2]1[CH:7]=[CH:6][C:5]([C:8]2[C:9]3[NH:13][C:12]([C:14]([C:46]4[CH:51]=[CH:50][C:49]([OH:52])=[CH:48][CH:47]=4)=[C:15]4[N:45]=[C:18]([C:19]([C:38]5[CH:43]=[CH:42][C:41]([OH:44])=[CH:40][CH:39]=5)=[C:20]5[NH:37][C:23](=[C:24]([C:30]6[CH:35]=[CH:34][C:33]([OH:36])=[CH:32][CH:31]=6)[C:25]6[CH:26]=[CH:27][C:28]=2[N:29]=6)[CH:22]=[CH:21]5)[CH:17]=[CH:16]4)=[CH:11][CH:10]=3)=[CH:4][CH:3]=1.C(=O)([O-])[O-].[K+].[K+].[CH2:59](Br)[CH2:60][CH2:61][CH2:62][CH2:63][CH2:64][CH2:65][CH2:66][CH2:67][CH2:68][CH2:69][CH3:70]. (4) Given the product [ClH:30].[F:29][CH:2]([F:1])[CH2:3][N:4]1[CH2:9][C:8]2([CH2:14][CH2:13][NH:12][CH2:11][CH2:10]2)[O:7][CH:6]([C:22]2[O:23][C:24]([CH2:27][CH3:28])=[CH:25][N:26]=2)[CH2:5]1, predict the reactants needed to synthesize it. The reactants are: [F:1][CH:2]([F:29])[CH2:3][N:4]1[CH2:9][C:8]2([CH2:14][CH2:13][N:12](C(OC(C)(C)C)=O)[CH2:11][CH2:10]2)[O:7][CH:6]([C:22]2[O:23][C:24]([CH2:27][CH3:28])=[CH:25][N:26]=2)[CH2:5]1.[ClH:30].